Dataset: Forward reaction prediction with 1.9M reactions from USPTO patents (1976-2016). Task: Predict the product of the given reaction. Given the reactants [CH3:1][O:2][CH2:3][CH2:4][CH2:5][CH2:6][C:7]([C@@H:23]1[CH2:28][CH2:27][CH2:26][NH:25][CH2:24]1)([C:9]1[CH:14]=[CH:13][CH:12]=[CH:11][C:10]=1[O:15][C:16]1[CH:21]=[CH:20][CH:19]=[CH:18][C:17]=1[CH3:22])[OH:8].C(OC([NH:36][CH2:37][CH2:38][CH2:39][C:40](O)=[O:41])=O)(C)(C)C, predict the reaction product. The product is: [NH2:36][CH2:37][CH2:38][CH2:39][C:40]([N:25]1[CH2:26][CH2:27][CH2:28][C@@H:23]([C:7]([OH:8])([C:9]2[CH:14]=[CH:13][CH:12]=[CH:11][C:10]=2[O:15][C:16]2[CH:21]=[CH:20][CH:19]=[CH:18][C:17]=2[CH3:22])[CH2:6][CH2:5][CH2:4][CH2:3][O:2][CH3:1])[CH2:24]1)=[O:41].